From a dataset of Forward reaction prediction with 1.9M reactions from USPTO patents (1976-2016). Predict the product of the given reaction. (1) The product is: [C:24]([NH:23][CH:17]1[CH2:18][CH:19]([CH3:22])[CH2:20][CH2:21][CH:16]1[C:14]([N:10]([CH:11]([CH3:13])[CH3:12])[C:9]1[CH:8]=[C:7]([C:27]2[CH:32]=[CH:31][CH:30]=[CH:29][CH:28]=2)[S:6][C:5]=1[C:3]([OH:4])=[O:2])=[O:15])(=[O:26])[CH3:25]. Given the reactants C[O:2][C:3]([C:5]1[S:6][C:7]([C:27]2[CH:32]=[CH:31][CH:30]=[CH:29][CH:28]=2)=[CH:8][C:9]=1[N:10]([C:14]([CH:16]1[CH2:21][CH2:20][CH:19]([CH3:22])[CH2:18][CH:17]1[NH:23][C:24](=[O:26])[CH3:25])=[O:15])[CH:11]([CH3:13])[CH3:12])=[O:4].O.[Li+].[OH-], predict the reaction product. (2) Given the reactants [C:1]([C:5]1[CH:9]=[C:8]([NH:10][C:11]([NH:13][C:14]2[CH:19]=[CH:18][C:17]([Cl:20])=[CH:16][CH:15]=2)=[O:12])[N:7]([C:21]2[CH:26]=[CH:25][CH:24]=[C:23]([CH:27]=[O:28])[CH:22]=2)[N:6]=1)([CH3:4])([CH3:3])[CH3:2].[F:29][C:30]([Si](C)(C)C)([F:32])[F:31].CCCC[N+](CCCC)(CCCC)CCCC.[F-].Cl, predict the reaction product. The product is: [C:1]([C:5]1[CH:9]=[C:8]([NH:10][C:11]([NH:13][C:14]2[CH:19]=[CH:18][C:17]([Cl:20])=[CH:16][CH:15]=2)=[O:12])[N:7]([C:21]2[CH:26]=[CH:25][CH:24]=[C:23]([CH:27]([OH:28])[C:30]([F:32])([F:31])[F:29])[CH:22]=2)[N:6]=1)([CH3:4])([CH3:2])[CH3:3]. (3) Given the reactants [P:1]([O-:8])([O:5][CH2:6][CH3:7])[O:2][CH2:3][CH3:4].[Na+].Br[CH2:11][C:12]1([CH2:20]Br)[CH2:17][O:16][C:15]([CH3:19])([CH3:18])[O:14][CH2:13]1.[Cl-].[NH4+], predict the reaction product. The product is: [CH2:3]([O:2][P:1]([CH2:11][C:12]1([CH2:20][P:1]([O:5][CH2:6][CH3:7])([O:2][CH2:3][CH3:4])=[O:8])[CH2:17][O:16][C:15]([CH3:19])([CH3:18])[O:14][CH2:13]1)([O:5][CH2:6][CH3:7])=[O:8])[CH3:4]. (4) The product is: [Br:17][C:18]1[CH:19]=[C:20]([O:27][CH3:28])[CH:21]=[C:22]2[C:26]=1[N:25]([C:2]1[C:3](=[O:15])[N:4]([C@H:9]([CH:12]3[CH2:14][CH2:13]3)[CH2:10][CH3:11])[CH:5]=[C:6]([Cl:8])[N:7]=1)[CH2:24][CH2:23]2. Given the reactants Cl[C:2]1[C:3](=[O:15])[N:4]([C@H:9]([CH:12]2[CH2:14][CH2:13]2)[CH2:10][CH3:11])[CH:5]=[C:6]([Cl:8])[N:7]=1.Cl.[Br:17][C:18]1[CH:19]=[C:20]([O:27][CH3:28])[CH:21]=[C:22]2[C:26]=1[NH:25][CH2:24][CH2:23]2, predict the reaction product.